Dataset: Catalyst prediction with 721,799 reactions and 888 catalyst types from USPTO. Task: Predict which catalyst facilitates the given reaction. (1) Reactant: [CH3:1][S:2]([OH:5])(=[O:4])=[O:3].[CH3:6][N:7]([CH3:29])[CH:8]1[C:22]2=[CH:23][CH:19]([O:20][C:21]2=[O:24])[CH:18]2[CH:14]([O:15][C:16](=[O:26])[CH:17]2[CH3:25])[CH2:13][C:12]2([CH3:27])[CH:10]([O:11]2)[CH:9]1[OH:28]. Product: [CH3:1][S:2]([O-:5])(=[O:4])=[O:3].[OH:28][CH:9]1[CH:8]([NH+:7]([CH3:6])[CH3:29])[C:22]2=[CH:23][CH:19]([O:20][C:21]2=[O:24])[CH:18]2[CH:14]([O:15][C:16](=[O:26])[CH:17]2[CH3:25])[CH2:13][C:12]2([CH3:27])[CH:10]1[O:11]2. The catalyst class is: 21. (2) Reactant: O.[C@@H:2]1([N:10]2[C:19]3[N:18]=[CH:17][N:16]=[C:14]([NH2:15])[C:13]=3[N:12]=[CH:11]2)[O:9][C@H:6]([CH2:7][OH:8])[C@@H:4]([OH:5])[CH2:3]1.CO[CH:22](OC)[N:23]([CH3:25])[CH3:24]. Product: [CH3:22][N:23]([CH:25]=[N:15][C:14]1[C:13]2[N:12]=[CH:11][N:10]([C:19]=2[N:18]=[CH:17][N:16]=1)[C@@H:2]1[O:9][C@H:6]([CH2:7][OH:8])[C@@H:4]([OH:5])[CH2:3]1)[CH3:24]. The catalyst class is: 5. (3) Reactant: [N:1]1[CH:6]=[CH:5][CH:4]=[C:3]([NH2:7])[CH:2]=1.[Br:8][C:9]1[CH:10]=[CH:11][C:12]([O:18][CH2:19][C:20]2[CH:25]=[CH:24][CH:23]=[CH:22][C:21]=2[Cl:26])=[C:13]([CH:17]=1)[C:14](O)=[O:15].Cl.CN(C)CCCN=C=NCC.ON1C2C=CC=CC=2N=N1. Product: [Br:8][C:9]1[CH:10]=[CH:11][C:12]([O:18][CH2:19][C:20]2[CH:25]=[CH:24][CH:23]=[CH:22][C:21]=2[Cl:26])=[C:13]([CH:17]=1)[C:14]([NH:7][C:3]1[CH:2]=[N:1][CH:6]=[CH:5][CH:4]=1)=[O:15]. The catalyst class is: 18. (4) Reactant: [C:1]([CH:3]([C:8]1[C:13]([Cl:14])=[CH:12][C:11]([Cl:15])=[CH:10][N:9]=1)C(OC)=O)#[N:2].[Cl-].[Na+]. Product: [Cl:14][C:13]1[C:8]([CH2:3][C:1]#[N:2])=[N:9][CH:10]=[C:11]([Cl:15])[CH:12]=1. The catalyst class is: 58.